This data is from Forward reaction prediction with 1.9M reactions from USPTO patents (1976-2016). The task is: Predict the product of the given reaction. (1) Given the reactants [C:1]([O:5][C:6]([N:8]1[CH2:13][CH:12]2[CH2:14][CH:9]1[CH2:10][N:11]2[C:15]1[N:20]2[CH:21]=[CH:22][N:23]=[C:19]2[CH:18]=[C:17]([C:24]2[CH:29]=[CH:28][N:27]=[C:26](Cl)[CH:25]=2)[N:16]=1)=[O:7])([CH3:4])([CH3:3])[CH3:2].[CH2:31]([NH2:38])[C:32]1[CH:37]=[CH:36][CH:35]=[CH:34][CH:33]=1.C1C=CC(P(C2C(C3C(P(C4C=CC=CC=4)C4C=CC=CC=4)=CC=C4C=3C=CC=C4)=C3C(C=CC=C3)=CC=2)C2C=CC=CC=2)=CC=1.CC(C)([O-])C.[Na+], predict the reaction product. The product is: [C:1]([O:5][C:6]([N:8]1[CH2:13][CH:12]2[CH2:14][CH:9]1[CH2:10][N:11]2[C:15]1[N:20]2[CH:21]=[CH:22][N:23]=[C:19]2[CH:18]=[C:17]([C:24]2[CH:29]=[CH:28][N:27]=[C:26]([NH:38][CH2:31][C:32]3[CH:37]=[CH:36][CH:35]=[CH:34][CH:33]=3)[CH:25]=2)[N:16]=1)=[O:7])([CH3:4])([CH3:3])[CH3:2]. (2) Given the reactants [CH3:1][O:2][C:3]1[CH:8]=[CH:7][C:6]([CH3:9])=[C:5]([N+:10]([O-])=O)[C:4]=1[N+:13]([O-])=O, predict the reaction product. The product is: [CH3:1][O:2][C:3]1[CH:8]=[CH:7][C:6]([CH3:9])=[C:5]([NH2:10])[C:4]=1[NH2:13]. (3) Given the reactants [NH:1]1[C:9]2[C:4](=[CH:5][CH:6]=[CH:7][CH:8]=2)[C:3]([CH:10]=[O:11])=[CH:2]1.[H-].[Na+].[CH3:14][O:15][CH2:16]Cl.[Cl-].[NH4+], predict the reaction product. The product is: [CH3:14][O:15][CH2:16][N:1]1[C:9]2[C:4](=[CH:5][CH:6]=[CH:7][CH:8]=2)[C:3]([CH:10]=[O:11])=[CH:2]1. (4) Given the reactants [F:1][C:2]([F:21])([F:20])[O:3][C:4]1[CH:9]=[CH:8][C:7]([C:10]2[CH:11]=[CH:12][C:13]3[N:14]([C:16](=[O:19])[NH:17][N:18]=3)[CH:15]=2)=[CH:6][CH:5]=1.[F:22][C:23]1[CH:28]=[CH:27][CH:26]=[C:25]([F:29])[C:24]=1[CH2:30][CH2:31]O.C1C=CC(P(C2C=CC=CC=2)C2C=CC=CC=2)=CC=1.N(C(OCC)=O)=NC(OCC)=O, predict the reaction product. The product is: [F:22][C:23]1[CH:28]=[CH:27][CH:26]=[C:25]([F:29])[C:24]=1[CH2:30][CH2:31][N:17]1[C:16](=[O:19])[N:14]2[CH:15]=[C:10]([C:7]3[CH:6]=[CH:5][C:4]([O:3][C:2]([F:1])([F:20])[F:21])=[CH:9][CH:8]=3)[CH:11]=[CH:12][C:13]2=[N:18]1. (5) Given the reactants [NH:1]1[CH:5]=[CH:4][N:3]=[CH:2]1.CC(C)([O-])C.[K+].Cl[CH2:13][C:14]([N:16]1[C:24]2[C:19](=[CH:20][C:21]([NH:25][C:26]([C:28]3[C:29]([C:34]4[CH:39]=[CH:38][C:37]([C:40]([F:43])([F:42])[F:41])=[CH:36][CH:35]=4)=[CH:30][CH:31]=[CH:32][CH:33]=3)=[O:27])=[CH:22][CH:23]=2)[CH2:18][CH2:17]1)=[O:15].C(OCC)(=O)C, predict the reaction product. The product is: [N:1]1([CH2:13][C:14]([N:16]2[C:24]3[C:19](=[CH:20][C:21]([NH:25][C:26]([C:28]4[C:29]([C:34]5[CH:35]=[CH:36][C:37]([C:40]([F:43])([F:41])[F:42])=[CH:38][CH:39]=5)=[CH:30][CH:31]=[CH:32][CH:33]=4)=[O:27])=[CH:22][CH:23]=3)[CH2:18][CH2:17]2)=[O:15])[CH:5]=[CH:4][N:3]=[CH:2]1.